Dataset: Catalyst prediction with 721,799 reactions and 888 catalyst types from USPTO. Task: Predict which catalyst facilitates the given reaction. (1) Reactant: [OH:1][C@H:2]1[CH2:7][CH2:6][C@H:5]([NH:8][C:9]2[O:10][CH2:11][C:12](=[O:20])[C:13]=2[C:14]([O:16][CH:17]([CH3:19])[CH3:18])=[O:15])[CH2:4][CH2:3]1.C(OC(C)C)(=O)CC(OC(C)C)=O.ClCC(Cl)=O.NC[C@H]1CC[C@H](O)CC1.[NH:48]1[C:56]2[C:51](=[CH:52][CH:53]=[CH:54][N:55]=2)[C:50]([CH:57]=O)=[CH:49]1.N1CCC[C@H]1C(O)=O. Product: [NH:48]1[C:56]2=[N:55][CH:54]=[CH:53][CH:52]=[C:51]2[C:50]([CH:57]=[C:11]2[O:10][C:9]([NH:8][C@H:5]3[CH2:6][CH2:7][C@H:2]([OH:1])[CH2:3][CH2:4]3)=[C:13]([C:14]([O:16][CH:17]([CH3:18])[CH3:19])=[O:15])[C:12]2=[O:20])=[CH:49]1. The catalyst class is: 41. (2) Reactant: I[C:2]1[C:7](=[O:8])[N:6]2[C:9]([CH3:13])=[CH:10][CH:11]=[CH:12][C:5]2=[N:4][C:3]=1[CH:14]([NH:17][C:18]1[N:26]=[CH:25][N:24]=[C:23]2[C:19]=1[N:20]=[CH:21][NH:22]2)[CH2:15][CH3:16].[F:27][C:28]1[CH:29]=[C:30](B(O)O)[CH:31]=[CH:32][CH:33]=1.C(=O)([O-])[O-].[Na+].[Na+]. Product: [F:27][C:28]1[CH:33]=[C:32]([C:2]2[C:7](=[O:8])[N:6]3[C:9]([CH3:13])=[CH:10][CH:11]=[CH:12][C:5]3=[N:4][C:3]=2[CH:14]([NH:17][C:18]2[N:26]=[CH:25][N:24]=[C:23]3[C:19]=2[N:20]=[CH:21][NH:22]3)[CH2:15][CH3:16])[CH:31]=[CH:30][CH:29]=1. The catalyst class is: 667.